Dataset: Peptide-MHC class II binding affinity with 134,281 pairs from IEDB. Task: Regression. Given a peptide amino acid sequence and an MHC pseudo amino acid sequence, predict their binding affinity value. This is MHC class II binding data. The peptide sequence is MSGRKAQGKTLGVNM. The MHC is HLA-DQA10201-DQB10402 with pseudo-sequence HLA-DQA10201-DQB10402. The binding affinity (normalized) is 0.310.